From a dataset of Peptide-MHC class II binding affinity with 134,281 pairs from IEDB. Regression. Given a peptide amino acid sequence and an MHC pseudo amino acid sequence, predict their binding affinity value. This is MHC class II binding data. (1) The peptide sequence is SNNGIKQQGIRYANP. The MHC is HLA-DPA10201-DPB11401 with pseudo-sequence HLA-DPA10201-DPB11401. The binding affinity (normalized) is 0.0790. (2) The binding affinity (normalized) is 0.676. The MHC is HLA-DPA10201-DPB11401 with pseudo-sequence HLA-DPA10201-DPB11401. The peptide sequence is LRVIAGALEVHAVKP. (3) The binding affinity (normalized) is 0.379. The MHC is HLA-DQA10501-DQB10201 with pseudo-sequence HLA-DQA10501-DQB10201. The peptide sequence is ETALKKAITAMSE. (4) The peptide sequence is IVYIKPAKNIYSFNE. The MHC is DRB1_1302 with pseudo-sequence DRB1_1302. The binding affinity (normalized) is 0.904. (5) The peptide sequence is QKYVNNTATLLMTSL. The MHC is DRB1_0401 with pseudo-sequence DRB1_0401. The binding affinity (normalized) is 0.673.